From a dataset of Forward reaction prediction with 1.9M reactions from USPTO patents (1976-2016). Predict the product of the given reaction. (1) Given the reactants CC1C=CC(S(O[CH2:12][CH:13]2[CH2:17][C:16]3[CH:18]=[C:19]([F:30])[CH:20]=[C:21]([C:22]4[C:27]([Cl:28])=[CH:26][CH:25]=[CH:24][C:23]=4[Cl:29])[C:15]=3[O:14]2)(=O)=O)=CC=1.[CH3:31][NH:32][CH3:33], predict the reaction product. The product is: [Cl:29][C:23]1[CH:24]=[CH:25][CH:26]=[C:27]([Cl:28])[C:22]=1[C:21]1[C:15]2[O:14][CH:13]([CH2:12][N:32]([CH3:33])[CH3:31])[CH2:17][C:16]=2[CH:18]=[C:19]([F:30])[CH:20]=1. (2) Given the reactants [CH3:1][O:2][C:3]1[CH:16]=[CH:15][CH:14]=[CH:13][C:4]=1[CH2:5][CH2:6][CH:7]1[CH2:12][CH2:11][NH:10][CH2:9][CH2:8]1.[CH3:17][O:18][C:19]1[CH:20]=[C:21]([CH:25]=[CH:26][CH:27]=1)[CH2:22][CH2:23]Br.C([O-])([O-])=O.[K+].[K+], predict the reaction product. The product is: [CH3:17][O:18][C:19]1[CH:20]=[C:21]([CH:25]=[CH:26][CH:27]=1)[CH2:22][CH2:23][N:10]1[CH2:11][CH2:12][CH:7]([CH2:6][CH2:5][C:4]2[CH:13]=[CH:14][CH:15]=[CH:16][C:3]=2[O:2][CH3:1])[CH2:8][CH2:9]1.